This data is from Forward reaction prediction with 1.9M reactions from USPTO patents (1976-2016). The task is: Predict the product of the given reaction. (1) Given the reactants [Cl-].[Ca+2].[Cl-].[BH4-].[Na+].[OH:6][C@@:7]([C:28]1[CH:37]=[CH:36][C:35]2[C:30](=[CH:31][CH:32]=[C:33]([C:38]([NH:40][CH3:41])=[O:39])[CH:34]=2)[CH:29]=1)([C:14]1[N:15]=[CH:16][N:17]([S:19]([C:22]2[CH:27]=[CH:26][CH:25]=[CH:24][CH:23]=2)(=[O:21])=[O:20])[CH:18]=1)[CH2:8][C:9](OCC)=[O:10].Cl.[OH-].[Na+], predict the reaction product. The product is: [OH:6][C@@:7]([C:28]1[CH:29]=[C:30]2[C:35](=[CH:36][CH:37]=1)[CH:34]=[C:33]([C:38]([NH:40][CH3:41])=[O:39])[CH:32]=[CH:31]2)([C:14]1[N:15]=[CH:16][N:17]([S:19]([C:22]2[CH:23]=[CH:24][CH:25]=[CH:26][CH:27]=2)(=[O:21])=[O:20])[CH:18]=1)[CH2:8][CH2:9][OH:10]. (2) Given the reactants Cl[C:2]([C:4]1[CH:13]=[CH:12][C:7]([C:8]([O:10][CH3:11])=[O:9])=[CH:6][CH:5]=1)=[O:3].CC([N:18]([C:22]1[CH:27]=[CH:26][C:25]([C:28]2[S:29][CH:30]=[CH:31][CH:32]=2)=[CH:24][C:23]=1[NH2:33])[C:19](=[O:21])[O-:20])(C)C, predict the reaction product. The product is: [CH3:2][C:4]([O:20][C:19]([NH:18][C:22]1[CH:27]=[CH:26][C:25]([C:28]2[S:29][CH:30]=[CH:31][CH:32]=2)=[CH:24][C:23]=1[NH:33][C:2]([C:4]1[CH:13]=[CH:12][C:7]([C:8]([O:10][CH3:11])=[O:9])=[CH:6][CH:5]=1)=[O:3])=[O:21])([CH3:13])[CH3:5]. (3) The product is: [Cl:20][C:8]1[C:9]2[N:13]=[N:12][N:11]([CH2:14][CH:15]3[CH2:17][CH2:16]3)[C:10]=2[CH:18]=[CH:19][C:7]=1[C:31]1[CH2:36][CH2:35][CH:34]([C:37]([O:39][CH3:40])=[O:38])[CH2:33][CH:32]=1. Given the reactants FC(F)(F)S(O[C:7]1[CH:19]=[CH:18][C:10]2[N:11]([CH2:14][CH:15]3[CH2:17][CH2:16]3)[N:12]=[N:13][C:9]=2[C:8]=1[Cl:20])(=O)=O.CC1(C)C(C)(C)OB([C:31]2[CH2:36][CH2:35][CH:34]([C:37]([O:39][CH3:40])=[O:38])[CH2:33][CH:32]=2)O1.P([O-])([O-])([O-])=O.[K+].[K+].[K+].C(=O)(O)[O-].[Na+], predict the reaction product.